This data is from Forward reaction prediction with 1.9M reactions from USPTO patents (1976-2016). The task is: Predict the product of the given reaction. (1) Given the reactants [CH3:1][C:2]([O:5][C:6]([NH:8][C@@H:9]([CH2:13][CH:14]=[CH2:15])[C:10]([OH:12])=O)=[O:7])([CH3:4])[CH3:3].C(Cl)CCl.C[CH:21]=[CH:22][CH2:23][NH2:24], predict the reaction product. The product is: [CH2:23]([NH:24][C:10]([C@@H:9]([NH:8][C:6](=[O:7])[O:5][C:2]([CH3:1])([CH3:3])[CH3:4])[CH2:13][CH:14]=[CH2:15])=[O:12])[CH:22]=[CH2:21]. (2) The product is: [F:18][C:19]([F:32])([F:31])[S:20]([O:1][C:2]1[C:3]([CH3:10])=[CH:4][CH:5]=[CH:6][C:7]=1[O:8][CH3:9])(=[O:22])=[O:21]. Given the reactants [OH:1][C:2]1[C:7]([O:8][CH3:9])=[CH:6][CH:5]=[CH:4][C:3]=1[CH3:10].C(N(CC)CC)C.[F:18][C:19]([F:32])([F:31])[S:20](O[S:20]([C:19]([F:32])([F:31])[F:18])(=[O:22])=[O:21])(=[O:22])=[O:21], predict the reaction product.